This data is from Retrosynthesis with 50K atom-mapped reactions and 10 reaction types from USPTO. The task is: Predict the reactants needed to synthesize the given product. (1) The reactants are: CCOC(=O)c1ccc(-c2ccnc(Cl)n2)s1.Nc1cccnc1. Given the product CCOC(=O)c1ccc(-c2ccnc(Nc3cccnc3)n2)s1, predict the reactants needed to synthesize it. (2) The reactants are: Clc1cccc(Cl)n1.NN. Given the product NNc1cccc(Cl)n1, predict the reactants needed to synthesize it.